Dataset: Full USPTO retrosynthesis dataset with 1.9M reactions from patents (1976-2016). Task: Predict the reactants needed to synthesize the given product. (1) Given the product [CH:20]1[C:21]2[C:26](=[CH:25][CH:24]=[CH:23][CH:22]=2)[CH:27]=[CH:28][C:19]=1[C:17]1[CH:18]=[C:13]([N:10]2[CH2:11][CH2:12][CH:7]([CH2:6][NH2:5])[CH2:8][CH2:9]2)[N:14]=[N:15][CH:16]=1, predict the reactants needed to synthesize it. The reactants are: FC(F)(F)C([NH:5][CH2:6][CH:7]1[CH2:12][CH2:11][N:10]([C:13]2[N:14]=[N:15][CH:16]=[C:17]([C:19]3[CH:28]=[CH:27][C:26]4[C:21](=[CH:22][CH:23]=[CH:24][CH:25]=4)[CH:20]=3)[CH:18]=2)[CH2:9][CH2:8]1)=O.ClC1N=NC(N2CCC(CNC(=O)C(F)(F)F)CC2)=CC=1C1C=CC2C(=CC=CC=2)C=1.C(N(CC)CC)C. (2) Given the product [NH2:22][C:21]1[CH:20]=[CH:19][CH:18]=[C:17]([O:25][CH3:26])[C:16]=1[CH2:15][NH:14][CH:11]1[CH2:12][CH2:13][N:8]([CH2:1][C:2]2[CH:7]=[CH:6][CH:5]=[CH:4][CH:3]=2)[CH2:9][CH2:10]1, predict the reactants needed to synthesize it. The reactants are: [CH2:1]([N:8]1[CH2:13][CH2:12][CH:11]([NH:14][C:15](=O)[C:16]2[C:21]([N+:22]([O-])=O)=[CH:20][CH:19]=[CH:18][C:17]=2[O:25][CH3:26])[CH2:10][CH2:9]1)[C:2]1[CH:7]=[CH:6][CH:5]=[CH:4][CH:3]=1.[H-].[Al+3].[Li+].[H-].[H-].[H-]. (3) The reactants are: [CH:1]1[C:18]2=[C:19]3[C:8]([C:9]4[C:20]5[C:13](=[CH:14][CH:15]=[CH:16][C:17]2=5)[CH:12]=[CH:11][CH:10]=4)=[CH:7][CH:6]=[C:5]2[C:21]([O:23][C:24](=O)[C:3](=[C:4]23)[CH:2]=1)=[O:22].[CH2:26]([NH2:29])[CH:27]=[CH2:28]. Given the product [CH2:26]([N:29]1[C:21](=[O:22])[C:5]2[C:4]3[C:19]4[C:8](=[CH:7][CH:6]=2)[C:9]2[C:20]5[C:13]([CH:12]=[CH:11][CH:10]=2)=[CH:14][CH:15]=[CH:16][C:17]=5[C:18]=4[CH:1]=[CH:2][C:3]=3[C:24]1=[O:23])[CH:27]=[CH2:28], predict the reactants needed to synthesize it. (4) Given the product [C:1]([N:30]1[CH2:31][C:28]([CH2:32][C:33]#[N:34])([N:25]2[CH:26]=[CH:27][C:23]([C:11]3[N:10]([CH2:9][C:8]4[CH:35]=[CH:36][CH:37]=[C:6]([Cl:5])[CH:7]=4)[C:14]4[CH:15]=[CH:16][C:17]5[N:18]([C:19]([CH3:22])=[N:20][N:21]=5)[C:13]=4[CH:12]=3)=[N:24]2)[CH2:29]1)(=[O:3])[CH3:2], predict the reactants needed to synthesize it. The reactants are: [C:1](Cl)(=[O:3])[CH3:2].[Cl:5][C:6]1[CH:7]=[C:8]([CH:35]=[CH:36][CH:37]=1)[CH2:9][N:10]1[C:14]2[CH:15]=[CH:16][C:17]3[N:18]([C:19]([CH3:22])=[N:20][N:21]=3)[C:13]=2[CH:12]=[C:11]1[C:23]1[CH:27]=[CH:26][N:25]([C:28]2([CH2:32][C:33]#[N:34])[CH2:31][NH:30][CH2:29]2)[N:24]=1.C(N(CC)CC)C. (5) Given the product [OH:18][CH:16]1[CH:15]([NH:19][C:20]([CH:21]([NH:26][C:27]([C:29]2[O:30][C:31]3[CH:37]=[CH:36][CH:35]=[CH:34][C:32]=3[CH:33]=2)=[O:28])[CH2:22][CH:23]([CH3:25])[CH3:24])=[O:38])[CH2:14][CH2:13][N:12]([CH3:39])[NH:11][CH2:17]1, predict the reactants needed to synthesize it. The reactants are: C(OC([N:11]1[CH2:17][CH:16]([OH:18])[CH:15]([NH:19][C:20](=[O:38])[C@@H:21]([NH:26][C:27]([C:29]2[O:30][C:31]3[CH:37]=[CH:36][CH:35]=[CH:34][C:32]=3[CH:33]=2)=[O:28])[CH2:22][CH:23]([CH3:25])[CH3:24])[CH2:14][CH2:13][N:12]1[CH3:39])=O)C1C=CC=CC=1.C(OC(=O)C)C. (6) The reactants are: [Cl-].[Al+3].[Cl-].[Cl-].[N-:5]=[N+:6]=[N-:7].[Na+].[I:9][C:10]1[C:11]([CH3:19])=[C:12]([CH:16]=[CH:17][CH:18]=1)C(Cl)=O.[N:20]([O-])=O.[Na+].Cl.[O:25]1[CH2:29]CCC1. Given the product [CH3:19][C:11]1[C:10]([I:9])=[CH:18][CH:17]=[CH:16][C:12]=1[N:5]1[C:29](=[O:25])[NH:20][N:7]=[N:6]1, predict the reactants needed to synthesize it. (7) Given the product [ClH:9].[NH2:1][C@@H:2]([CH3:3])[C:4]([O:6][CH2:11][CH:12]([CH3:14])[CH3:13])=[O:5], predict the reactants needed to synthesize it. The reactants are: [NH2:1][C@H:2]([C:4]([OH:6])=[O:5])[CH3:3].O=S(Cl)[Cl:9].[CH2:11](O)[CH:12]([CH3:14])[CH3:13].